This data is from NCI-60 drug combinations with 297,098 pairs across 59 cell lines. The task is: Regression. Given two drug SMILES strings and cell line genomic features, predict the synergy score measuring deviation from expected non-interaction effect. (1) Drug 1: C1=NC2=C(N=C(N=C2N1C3C(C(C(O3)CO)O)F)Cl)N. Drug 2: C1CNP(=O)(OC1)N(CCCl)CCCl. Cell line: HS 578T. Synergy scores: CSS=5.86, Synergy_ZIP=-2.48, Synergy_Bliss=-1.62, Synergy_Loewe=-3.43, Synergy_HSA=-0.181. (2) Drug 1: C1CN1P(=S)(N2CC2)N3CC3. Drug 2: CCN(CC)CCCC(C)NC1=C2C=C(C=CC2=NC3=C1C=CC(=C3)Cl)OC. Cell line: OVCAR-4. Synergy scores: CSS=9.13, Synergy_ZIP=-4.40, Synergy_Bliss=-0.525, Synergy_Loewe=0.943, Synergy_HSA=1.11. (3) Drug 1: CCCS(=O)(=O)NC1=C(C(=C(C=C1)F)C(=O)C2=CNC3=C2C=C(C=N3)C4=CC=C(C=C4)Cl)F. Drug 2: CC(C)(C#N)C1=CC(=CC(=C1)CN2C=NC=N2)C(C)(C)C#N. Cell line: MALME-3M. Synergy scores: CSS=55.7, Synergy_ZIP=7.72, Synergy_Bliss=6.01, Synergy_Loewe=-0.789, Synergy_HSA=5.35.